From a dataset of TCR-epitope binding with 47,182 pairs between 192 epitopes and 23,139 TCRs. Binary Classification. Given a T-cell receptor sequence (or CDR3 region) and an epitope sequence, predict whether binding occurs between them. (1) The epitope is KLPDDFTGCV. The TCR CDR3 sequence is CASGNRDRAYNEQFF. Result: 1 (the TCR binds to the epitope). (2) The epitope is LLQTGIHVRVSQPSL. The TCR CDR3 sequence is CASSHGYEQYF. Result: 0 (the TCR does not bind to the epitope). (3) The epitope is TSDLATNNLVVMAY. The TCR CDR3 sequence is CASSAGQGLNTEAFF. Result: 0 (the TCR does not bind to the epitope). (4) The epitope is FLNGSCGSV. The TCR CDR3 sequence is CASSKVGTDRYSNQPQHF. Result: 1 (the TCR binds to the epitope).